This data is from Reaction yield outcomes from USPTO patents with 853,638 reactions. The task is: Predict the reaction yield, written as a fraction of the theoretical maximum amount of product (1.0 means a 100% yield; for example, 0.34 means a 34% yield). (1) The catalyst is O1CCOCC1. The product is [NH2:6][C:7]1[CH:8]=[CH:9][CH:10]=[CH:11][C:1]=1[C:2]([NH:13][C:14]1[CH:19]=[CH:18][CH:17]=[CH:16][N:15]=1)=[O:4]. The reactants are [C:1]12[C:7](=[CH:8][CH:9]=[CH:10][CH:11]=1)[NH:6]C(=O)[O:4][C:2]2=O.[NH2:13][C:14]1[CH:19]=[CH:18][CH:17]=[CH:16][N:15]=1. The yield is 0.540. (2) The reactants are [OH:1][CH2:2][CH:3]1[CH2:8][CH2:7][NH:6][CH2:5][CH2:4]1.C(=O)([O-])[O-].[K+].[K+].Cl[C:16]([O:18][CH3:19])=[O:17].ClCCl. The catalyst is O. The product is [CH3:19][O:18][C:16]([N:6]1[CH2:7][CH2:8][CH:3]([CH2:2][OH:1])[CH2:4][CH2:5]1)=[O:17]. The yield is 0.900. (3) The reactants are [OH:1][C:2]1[C:7]2[C@@:8]3([OH:45])[C@@:21]([O:25][CH3:26])([C@H:22]([OH:24])[CH2:23][C:6]=2[CH:5]=[C:4]([CH3:46])[C:3]=1[C:47]([O:49][CH3:50])=[O:48])[C:20](=[O:27])[C:19]1[C:10](=[CH:11][C:12]2[C:13](=[O:43])[C:14]([NH:30][C@@H:31]4[C@H:36]([O:37][CH3:38])[C@H:35]([OH:39])[C@@H:34]([O:40][CH3:41])[C@H:33]([CH3:42])[O:32]4)=[CH:15][C:16](=[NH:29])[C:17]=2[C:18]=1[OH:28])[C:9]3=[O:44].[Br-].[CH2:52]([O:54][C:55](=[O:59])[CH2:56][CH2:57][Zn+])[CH3:53]. The catalyst is C1COCC1. The product is [CH2:52]([O:54][C:55](=[O:59])[CH2:56][CH2:57][C:13]1([OH:43])[C:12]2[CH:11]=[C:10]3[C:19]([C:20](=[O:27])[C@@:21]4([O:25][CH3:26])[C@@:8]([OH:45])([C:9]3=[O:44])[C:7]3[C:2]([OH:1])=[C:3]([C:47]([O:49][CH3:50])=[O:48])[C:4]([CH3:46])=[CH:5][C:6]=3[CH2:23][C@H:22]4[OH:24])=[C:18]([OH:28])[C:17]=2[C:16](=[NH:29])[CH:15]=[C:14]1[NH:30][C@@H:31]1[C@H:36]([O:37][CH3:38])[C@H:35]([OH:39])[C@@H:34]([O:40][CH3:41])[C@H:33]([CH3:42])[O:32]1)[CH3:53]. The yield is 0.120. (4) The yield is 0.450. The catalyst is CN(C=O)C.O. The product is [CH:10]([C:7]1[CH:8]=[CH:9][C:2]([N:23]2[CH:24]=[N:25][C:21]([N+:18]([O-:20])=[O:19])=[N:22]2)=[C:3]([CH:6]=1)[C:4]#[N:5])=[O:11]. The reactants are F[C:2]1[CH:9]=[CH:8][C:7]([CH:10]=[O:11])=[CH:6][C:3]=1[C:4]#[N:5].C([O-])([O-])=O.[K+].[K+].[N+:18]([C:21]1[N:25]=[CH:24][NH:23][N:22]=1)([O-:20])=[O:19]. (5) The reactants are C([O:4][C@H:5]1[C@@H:9]([O:10]C(=O)C)[C@H:8]([N:14]2[CH:22]=[N:21][C:20]3[C:15]2=[N:16][CH:17]=[N:18][C:19]=3Cl)[O:7][C@@H:6]1[CH2:24][S:25][CH2:26][CH2:27][CH:28]([NH:33]C(OCC1C2C=CC=CC=2C2C1=CC=CC=2)=O)[C:29]([O:31]C)=[O:30])(=O)C.C[NH:52][CH2:53][CH2:54][NH:55][CH3:56].[CH2:57](O)C. No catalyst specified. The product is [NH2:33][CH:28]([CH2:27][CH2:26][S:25][CH2:24][C@@H:6]1[C@@H:5]([OH:4])[C@@H:9]([OH:10])[C@H:8]([N:14]2[CH:22]=[N:21][C:20]3[C:15]2=[N:16][CH:17]=[N:18][C:19]=3[NH:52][CH2:53][CH2:54][N:55]([CH3:56])[CH3:57])[O:7]1)[C:29]([OH:31])=[O:30]. The yield is 0.317. (6) The reactants are [CH:1]1([C:6]([C:8]2[CH:9]=[C:10]([CH2:23][C:24]([OH:26])=O)[CH:11]=[CH:12][C:13]=2[NH:14][C:15]([NH:17][C:18]2[S:19][CH:20]=[CH:21][N:22]=2)=[O:16])=[O:7])[CH2:5][CH2:4][CH2:3][CH2:2]1.[CH3:27][N:28]1[CH2:33][CH2:32][NH:31][CH2:30][CH2:29]1. No catalyst specified. The product is [CH:1]1([C:6]([C:8]2[CH:9]=[C:10]([CH2:23][C:24]([N:31]3[CH2:32][CH2:33][N:28]([CH3:27])[CH2:29][CH2:30]3)=[O:26])[CH:11]=[CH:12][C:13]=2[NH:14][C:15]([NH:17][C:18]2[S:19][CH:20]=[CH:21][N:22]=2)=[O:16])=[O:7])[CH2:2][CH2:3][CH2:4][CH2:5]1. The yield is 0.600. (7) The reactants are [K+].[N:2]1([CH2:8][C:9]([O-:11])=O)[CH2:7][CH2:6][O:5][CH2:4][CH2:3]1.FC(F)(F)C(O)=O.[C:19]1([C:25]2[CH:30]=[C:29]([CH:31]3[CH2:36][CH2:35][NH:34][CH2:33][CH2:32]3)[CH:28]=[CH:27][C:26]=2[NH:37][C:38]([C:40]2[NH:41][CH:42]=[C:43]([C:45]#[N:46])[N:44]=2)=[O:39])[CH2:24][CH2:23][CH2:22][CH2:21][CH:20]=1.C1CN([P+](Br)(N2CCCC2)N2CCCC2)CC1.F[P-](F)(F)(F)(F)F.CCN(C(C)C)C(C)C. The catalyst is C(Cl)Cl. The product is [C:19]1([C:25]2[CH:30]=[C:29]([CH:31]3[CH2:32][CH2:33][N:34]([C:9](=[O:11])[CH2:8][N:2]4[CH2:3][CH2:4][O:5][CH2:6][CH2:7]4)[CH2:35][CH2:36]3)[CH:28]=[CH:27][C:26]=2[NH:37][C:38]([C:40]2[NH:41][CH:42]=[C:43]([C:45]#[N:46])[N:44]=2)=[O:39])[CH2:24][CH2:23][CH2:22][CH2:21][CH:20]=1. The yield is 0.120.